Predict the product of the given reaction. From a dataset of Forward reaction prediction with 1.9M reactions from USPTO patents (1976-2016). (1) Given the reactants [CH2:1]([C:5]1[N:6]=[C:7]([CH3:27])[NH:8][C:9](=[O:26])[C:10]=1[CH2:11][C:12]1[CH:17]=[CH:16][C:15]([C:18]2[C:19]([C:24]#[N:25])=[CH:20][CH:21]=[CH:22][CH:23]=2)=[CH:14][CH:13]=1)[CH2:2][CH2:3][CH3:4].[C:28]([NH:31][C:32]1[CH:33]=[C:34](B(O)O)[CH:35]=[CH:36][CH:37]=1)(=[O:30])[CH3:29].C(N(CC)CC)C.N1C=CC=CC=1, predict the reaction product. The product is: [CH2:1]([C:5]1[N:6]=[C:7]([CH3:27])[N:8]([C:36]2[CH:37]=[C:32]([NH:31][C:28](=[O:30])[CH3:29])[CH:33]=[CH:34][CH:35]=2)[C:9](=[O:26])[C:10]=1[CH2:11][C:12]1[CH:17]=[CH:16][C:15]([C:18]2[CH:23]=[CH:22][CH:21]=[CH:20][C:19]=2[C:24]#[N:25])=[CH:14][CH:13]=1)[CH2:2][CH2:3][CH3:4]. (2) The product is: [CH2:1]([O:3][C:4](=[O:24])[CH:5]([C:7]1[CH:12]=[CH:11][C:10]([NH:13][C:14]([O:16][CH2:17][C:18]2[CH:23]=[CH:22][CH:21]=[CH:20][CH:19]=2)=[O:15])=[CH:9][CH:8]=1)[CH2:6][S:27][C:25](=[O:28])[CH3:26])[CH3:2]. Given the reactants [CH2:1]([O:3][C:4](=[O:24])[C:5]([C:7]1[CH:12]=[CH:11][C:10]([NH:13][C:14]([O:16][CH2:17][C:18]2[CH:23]=[CH:22][CH:21]=[CH:20][CH:19]=2)=[O:15])=[CH:9][CH:8]=1)=[CH2:6])[CH3:2].[C:25]([OH:28])(=[S:27])[CH3:26], predict the reaction product. (3) Given the reactants [Cl:1][C:2]1[CH:24]=[C:23]([Cl:25])[CH:22]=[CH:21][C:3]=1[CH2:4][NH:5][N:6]1[C:10]2[CH:11]=[C:12]([C:15]([O:17][CH2:18][CH3:19])=[O:16])[CH:13]=[CH:14][C:9]=2[N:8]=[C:7]1[OH:20].[CH3:26]I, predict the reaction product. The product is: [Cl:1][C:2]1[CH:24]=[C:23]([Cl:25])[CH:22]=[CH:21][C:3]=1[CH2:4][NH:5][N:6]1[C:10]2[CH:11]=[C:12]([C:15]([O:17][CH2:18][CH3:19])=[O:16])[CH:13]=[CH:14][C:9]=2[N:8]([CH3:26])[C:7]1=[O:20]. (4) Given the reactants [NH2:1][CH:2]([CH:8]([OH:13])[C:9]([F:12])([F:11])[F:10])[C:3]([O:5][CH2:6][CH3:7])=[O:4].[F:14][C:15]1[CH:23]=[CH:22][C:18]([C:19](O)=[O:20])=[C:17]([C:24]([F:27])([F:26])[F:25])[CH:16]=1.C(N(CC)CC)C, predict the reaction product. The product is: [F:12][C:9]([F:10])([F:11])[CH:8]([OH:13])[CH:2]([NH:1][C:19](=[O:20])[C:18]1[CH:22]=[CH:23][C:15]([F:14])=[CH:16][C:17]=1[C:24]([F:27])([F:25])[F:26])[C:3]([O:5][CH2:6][CH3:7])=[O:4]. (5) Given the reactants [OH-].[Na+].C[O:4][C:5](=[O:39])[CH2:6][C@H:7]1[CH2:12][CH2:11][C@H:10]([C:13]2[CH:18]=[CH:17][C:16]([NH:19][C:20](=[O:38])[CH2:21][CH2:22][NH:23][C:24]([C:26]3[N:27]=[C:28]([C:32]4[CH:37]=[CH:36][CH:35]=[CH:34][CH:33]=4)[O:29][C:30]=3[CH3:31])=[O:25])=[CH:15][CH:14]=2)[CH2:9][CH2:8]1, predict the reaction product. The product is: [CH3:31][C:30]1[O:29][C:28]([C:32]2[CH:33]=[CH:34][CH:35]=[CH:36][CH:37]=2)=[N:27][C:26]=1[C:24]([NH:23][CH2:22][CH2:21][C:20]([NH:19][C:16]1[CH:15]=[CH:14][C:13]([C@H:10]2[CH2:9][CH2:8][C@H:7]([CH2:6][C:5]([OH:39])=[O:4])[CH2:12][CH2:11]2)=[CH:18][CH:17]=1)=[O:38])=[O:25].